From a dataset of Peptide-MHC class I binding affinity with 185,985 pairs from IEDB/IMGT. Regression. Given a peptide amino acid sequence and an MHC pseudo amino acid sequence, predict their binding affinity value. This is MHC class I binding data. (1) The peptide sequence is RMFGSKPTF. The MHC is HLA-B08:01 with pseudo-sequence HLA-B08:01. The binding affinity (normalized) is 0.171. (2) The peptide sequence is RFPIGTAPVL. The MHC is HLA-A02:01 with pseudo-sequence HLA-A02:01. The binding affinity (normalized) is 0. (3) The peptide sequence is IPQCRLTPL. The MHC is HLA-B35:01 with pseudo-sequence HLA-B35:01. The binding affinity (normalized) is 0.373. (4) The peptide sequence is GRYNLISPK. The MHC is HLA-A02:16 with pseudo-sequence HLA-A02:16. The binding affinity (normalized) is 0.0847. (5) The peptide sequence is ISVANKIYM. The MHC is H-2-Kb with pseudo-sequence H-2-Kb. The binding affinity (normalized) is 0.675. (6) The peptide sequence is YVILVGAAF. The MHC is HLA-A26:02 with pseudo-sequence HLA-A26:02. The binding affinity (normalized) is 0.0847.